Dataset: Full USPTO retrosynthesis dataset with 1.9M reactions from patents (1976-2016). Task: Predict the reactants needed to synthesize the given product. (1) Given the product [Br:1][C:2]1[CH:7]=[CH:6][C:5]([C:12]2[CH:19]=[CH:18][C:15]([C:16]#[N:17])=[CH:14][CH:13]=2)=[CH:4][CH:3]=1, predict the reactants needed to synthesize it. The reactants are: [Br:1][C:2]1[CH:7]=[CH:6][C:5](B(O)O)=[CH:4][CH:3]=1.Br[C:12]1[CH:19]=[CH:18][C:15]([C:16]#[N:17])=[CH:14][CH:13]=1.C(=O)([O-])[O-].[Na+].[Na+]. (2) The reactants are: [NH2:1][C:2]1[NH:7][C:6](=O)[CH:5]=[C:4]([C:9]2[CH:14]=[C:13]([Br:15])[CH:12]=[CH:11][C:10]=2[O:16][CH3:17])[N:3]=1.[OH-].[Na+].P(Cl)(Cl)([Cl:22])=O. Given the product [Br:15][C:13]1[CH:12]=[CH:11][C:10]([O:16][CH3:17])=[C:9]([C:4]2[CH:5]=[C:6]([Cl:22])[N:7]=[C:2]([NH2:1])[N:3]=2)[CH:14]=1, predict the reactants needed to synthesize it. (3) Given the product [Br:1][C:2]1[S:6][C:5]2=[CH:7][N:8]=[CH:9][N:4]2[CH:3]=1, predict the reactants needed to synthesize it. The reactants are: [Br:1][C:2]1[S:6][C:5]2=[C:7](C(O)=O)[N:8]=[CH:9][N:4]2[CH:3]=1.O.Cl.C(=O)([O-])[O-].[Na+].[Na+].